This data is from Forward reaction prediction with 1.9M reactions from USPTO patents (1976-2016). The task is: Predict the product of the given reaction. (1) The product is: [C:2]([O:5][C:6]([NH:8][C@H:9]([C:22](=[O:24])[NH:27][CH2:28][CH3:29])[CH2:10][CH2:11][C:12]([OH:14])=[O:13])=[O:7])([CH3:1])([CH3:3])[CH3:4]. Given the reactants [CH3:1][C:2]([O:5][C:6]([NH:8][C@H:9]([C:22]([OH:24])=O)[CH2:10][CH2:11][C:12]([O:14]CC1C=CC=CC=1)=[O:13])=[O:7])([CH3:4])[CH3:3].Cl.C[N:27](C)[CH2:28][CH2:29]CN=C=NCC.O.ON1C2C=CC=CC=2N=N1.C(N)C, predict the reaction product. (2) Given the reactants Cl[C:2]1[CH:7]=[CH:6][N:5]2[N:8]=[CH:9][C:10]([C:11]([O:13][CH2:14][CH3:15])=[O:12])=[C:4]2[N:3]=1.Cl.[F:17][C:18]1[CH:19]=[CH:20][C:21]([C:29]([F:32])([F:31])[F:30])=[C:22]([C@H:24]2[CH2:28][CH2:27][CH2:26][NH:25]2)[CH:23]=1.C(N(C(C)C)CC)(C)C, predict the reaction product. The product is: [F:17][C:18]1[CH:19]=[CH:20][C:21]([C:29]([F:32])([F:30])[F:31])=[C:22]([C@H:24]2[CH2:28][CH2:27][CH2:26][N:25]2[C:2]2[CH:7]=[CH:6][N:5]3[N:8]=[CH:9][C:10]([C:11]([O:13][CH2:14][CH3:15])=[O:12])=[C:4]3[N:3]=2)[CH:23]=1. (3) Given the reactants BrC1C=C(OC)C(Cl)=C(CC2C=CC(OCC)=CC=2)C=1.[CH2:21]([O:24][C:25]1[C:26]([Cl:42])=[C:27]([C:32]([C:34]2[CH:39]=[CH:38][C:37]([O:40][CH3:41])=[CH:36][CH:35]=2)=O)[CH:28]=[C:29]([Br:31])[CH:30]=1)[CH:22]=[CH2:23], predict the reaction product. The product is: [CH2:21]([O:24][C:25]1[CH:30]=[C:29]([Br:31])[CH:28]=[C:27]([CH2:32][C:34]2[CH:39]=[CH:38][C:37]([O:40][CH3:41])=[CH:36][CH:35]=2)[C:26]=1[Cl:42])[CH:22]=[CH2:23].